This data is from Reaction yield outcomes from USPTO patents with 853,638 reactions. The task is: Predict the reaction yield, written as a fraction of the theoretical maximum amount of product (1.0 means a 100% yield; for example, 0.34 means a 34% yield). (1) The yield is 0.780. The reactants are Br[C:2]1[C:7]([CH3:8])=[CH:6][CH:5]=[CH:4][C:3]=1[CH:9]([O:14][C:15]([CH3:18])([CH3:17])[CH3:16])[C:10]([O:12][CH3:13])=[O:11].C(=O)([O-])[O-].[Na+].[Na+].CC1(C)C(C)(C)OB([C:33]2[CH:34]=[C:35]3[C:40](=[CH:41][CH:42]=2)[O:39][CH2:38][CH2:37][CH2:36]3)O1. The catalyst is C1(C)C=CC=CC=1.C1(P(C2C=CC=CC=2)C2C=CC=CC=2)C=CC=CC=1.C1(P(C2C=CC=CC=2)C2C=CC=CC=2)C=CC=CC=1.C1(P(C2C=CC=CC=2)C2C=CC=CC=2)C=CC=CC=1.C1(P(C2C=CC=CC=2)C2C=CC=CC=2)C=CC=CC=1.[Pd].O.C(O)C. The product is [C:15]([O:14][CH:9]([C:3]1[CH:4]=[CH:5][CH:6]=[C:7]([CH3:8])[C:2]=1[C:33]1[CH:42]=[CH:41][C:40]2[O:39][CH2:38][CH2:37][CH2:36][C:35]=2[CH:34]=1)[C:10]([O:12][CH3:13])=[O:11])([CH3:18])([CH3:17])[CH3:16]. (2) The reactants are [H-].[Na+].[S:3]1[C:7]2[CH:8]=[CH:9][CH:10]=[CH:11][C:6]=2[N:5]=[C:4]1[CH2:12][C:13]#[N:14].[Cl:15][C:16]1[N:21]=[C:20](Cl)[CH:19]=[CH:18][N:17]=1. The catalyst is C1COCC1. The product is [S:3]1[C:7]2[CH:8]=[CH:9][CH:10]=[CH:11][C:6]=2[N:5]=[C:4]1[CH:12]([C:18]1[CH:19]=[CH:20][N:21]=[C:16]([Cl:15])[N:17]=1)[C:13]#[N:14]. The yield is 0.840.